From a dataset of Peptide-MHC class II binding affinity with 134,281 pairs from IEDB. Regression. Given a peptide amino acid sequence and an MHC pseudo amino acid sequence, predict their binding affinity value. This is MHC class II binding data. The peptide sequence is PDKPSLDISLETVAID. The MHC is HLA-DQA10501-DQB10302 with pseudo-sequence HLA-DQA10501-DQB10302. The binding affinity (normalized) is 0.440.